The task is: Predict the product of the given reaction.. This data is from Forward reaction prediction with 1.9M reactions from USPTO patents (1976-2016). (1) Given the reactants [CH3:1][O:2][C:3]([C:5]1[N:6]=[N:7][C:8]([Cl:12])=[CH:9][C:10]=1Cl)=[O:4].[CH3:13][N:14]1[CH:18]=[CH:17][C:16]([NH2:19])=[N:15]1, predict the reaction product. The product is: [CH3:1][O:2][C:3]([C:5]1[N:6]=[N:7][C:8]([Cl:12])=[CH:9][C:10]=1[NH:19][C:16]1[CH:17]=[CH:18][N:14]([CH3:13])[N:15]=1)=[O:4]. (2) Given the reactants [ClH:1].[NH2:2][C:3]1[C:8]([N+:9]([O-])=O)=[CH:7][N:6]=[C:5]([N:12]2[CH2:17][CH2:16][CH2:15][C@@H:14]([C:18]([N:20]3[CH2:24][CH2:23][CH2:22][CH2:21]3)=[O:19])[CH2:13]2)[N:4]=1, predict the reaction product. The product is: [ClH:1].[ClH:1].[NH2:2][C:3]1[C:8]([NH2:9])=[CH:7][N:6]=[C:5]([N:12]2[CH2:17][CH2:16][CH2:15][C@@H:14]([C:18]([N:20]3[CH2:24][CH2:23][CH2:22][CH2:21]3)=[O:19])[CH2:13]2)[N:4]=1. (3) Given the reactants FC(F)(S(ON1C(=O)C2C(C3CC2C=C3)C1=O)(=O)=O)C(F)(F)C(F)(F)C(F)(F)C(F)(F)C(F)(F)C(F)(F)C(F)(F)F.[F:42][C:43]([F:61])([F:60])[S:44]([O:47][N:48]1[C:57](=[O:58])[CH:56]2[CH:51](C3CC2C=C3)[C:49]1=[O:50])(=[O:46])=[O:45].FC(F)(F)S(ON1C(=O)CCC1=O)(=O)=O.FC(F)(F)S(ON1C(=O)C2C=C3C=CC=CC3=CC=2C1=O)(=O)=O.CC1C(=O)N(OS(C(F)(F)F)(=O)=O)C(=O)C=1C.FC(F)(F)S(ON1C(=O)C2C(=CC=CC=2)C1=O)(=O)=O.FC(F)(F)S(ON1C(=O)C2C=CC=C3C=2C(=CC=C3)C1=O)(=O)=O, predict the reaction product. The product is: [F:61][C:43]([F:42])([F:60])[S:44]([O:47][N:48]1[C:49](=[O:50])[CH:51]=[CH:56][C:57]1=[O:58])(=[O:45])=[O:46]. (4) The product is: [CH3:11][N:9]1[C:10]2[C:2]([NH:1][C:22]3[CH:27]=[CH:26][C:25]([CH3:28])=[CH:24][CH:23]=3)=[CH:3][CH:4]=[CH:5][C:6]=2[C:7]2[CH2:15][N:14]([C:16]([O:18][CH2:19][CH3:20])=[O:17])[CH2:13][CH2:12][C:8]1=2. Given the reactants [NH2:1][C:2]1[C:10]2[N:9]([CH3:11])[C:8]3[CH2:12][CH2:13][N:14]([C:16]([O:18][CH2:19][CH3:20])=[O:17])[CH2:15][C:7]=3[C:6]=2[CH:5]=[CH:4][CH:3]=1.B(O)(O)[C:22]1[CH:23]=[CH:24][C:25]([CH3:28])=[CH:26][CH:27]=1.C(N(CC)CC)C, predict the reaction product.